Predict the product of the given reaction. From a dataset of Forward reaction prediction with 1.9M reactions from USPTO patents (1976-2016). (1) The product is: [ClH:25].[CH3:45][C@H:43]1[O:42][C@@H:41]([CH3:46])[CH2:40][N:39]([C:28]2[N:29]=[C:30]([C:10]3[CH:11]=[C:12]([F:15])[CH:13]=[CH:14][C:9]=3[C:7]#[N:8])[C:31]([C:32]3[CH:37]=[CH:36][N:35]=[C:34]([CH3:38])[CH:33]=3)=[CH:26][N:27]=2)[CH2:44]1. Given the reactants C(=O)([O-])[O-].[Na+].[Na+].[C:7]([C:9]1[CH:14]=[CH:13][C:12]([F:15])=[CH:11][C:10]=1B1OC(C)(C)C(C)(C)O1)#[N:8].[Cl:25][C:26]1[C:31]([C:32]2[CH:37]=[CH:36][N:35]=[C:34]([CH3:38])[CH:33]=2)=[CH:30][N:29]=[C:28]([N:39]2[CH2:44][C@H:43]([CH3:45])[O:42][C@H:41]([CH3:46])[CH2:40]2)[N:27]=1.Cl, predict the reaction product. (2) The product is: [CH3:11][O:10][C:8](=[O:9])[C:7]1[CH:12]=[C:13]([C:15]([F:18])([F:17])[F:16])[CH:14]=[C:5]([S:2]([N:28]2[CH2:33][CH2:32][O:31][CH2:30][CH2:29]2)(=[O:4])=[O:3])[CH:6]=1. Given the reactants Cl[S:2]([C:5]1[CH:6]=[C:7]([CH:12]=[C:13]([C:15]([F:18])([F:17])[F:16])[CH:14]=1)[C:8]([O:10][CH3:11])=[O:9])(=[O:4])=[O:3].C(N(C(C)C)C(C)C)C.[NH:28]1[CH2:33][CH2:32][O:31][CH2:30][CH2:29]1.C(=O)(O)[O-].[Na+], predict the reaction product. (3) Given the reactants [C:1]([C:4]1[CH:5]=[C:6]([C:16]2[N:20]([CH2:21][CH:22]3[CH2:27][CH2:26][CH2:25][CH2:24][CH2:23]3)[C:19]([CH3:28])=[C:18]([S:29]([NH2:32])(=[O:31])=[O:30])[CH:17]=2)[CH:7]=[C:8]2[C:13]3([CH2:15][CH2:14]3)[CH2:12][CH2:11][O:10][C:9]=12)(=[O:3])[CH3:2].[CH3:33][Mg+].[Br-], predict the reaction product. The product is: [CH:22]1([CH2:21][N:20]2[C:16]([C:6]3[CH:7]=[C:8]4[C:13]5([CH2:15][CH2:14]5)[CH2:12][CH2:11][O:10][C:9]4=[C:4]([C:1]([OH:3])([CH3:33])[CH3:2])[CH:5]=3)=[CH:17][C:18]([S:29]([NH2:32])(=[O:30])=[O:31])=[C:19]2[CH3:28])[CH2:27][CH2:26][CH2:25][CH2:24][CH2:23]1.